From a dataset of Forward reaction prediction with 1.9M reactions from USPTO patents (1976-2016). Predict the product of the given reaction. (1) Given the reactants [Cl:1][C:2]1[CH:3]=[C:4]([N:17]2[C:22](=[O:23])[NH:21][C:20](=[O:24])[CH:19]=[N:18]2)[CH:5]=[CH:6][C:7]=1[C:8](=O)[C:9]1[CH:14]=[CH:13][C:12]([Cl:15])=[CH:11][CH:10]=1.O.[CH:26]([NH2:28])=[O:27], predict the reaction product. The product is: [Cl:1][C:2]1[CH:3]=[C:4]([N:17]2[C:22](=[O:23])[NH:21][C:20](=[O:24])[CH:19]=[N:18]2)[CH:5]=[CH:6][C:7]=1[CH:8]([C:9]1[CH:14]=[CH:13][C:12]([Cl:15])=[CH:11][CH:10]=1)[NH:28][CH:26]=[O:27]. (2) The product is: [CH:14]1([C:12]2[CH:13]=[C:9]([NH:8][C:6]3[N:7]=[C:2]([N:29]([CH3:30])[CH3:28])[N:3]=[C:4]([NH:17][C:18]4[CH:26]=[C:25]5[C:21]([C:22](=[O:27])[NH:23][NH:24]5)=[CH:20][CH:19]=4)[N:5]=3)[NH:10][N:11]=2)[CH2:16][CH2:15]1. Given the reactants Cl[C:2]1[N:7]=[C:6]([NH:8][C:9]2[NH:10][N:11]=[C:12]([CH:14]3[CH2:16][CH2:15]3)[CH:13]=2)[N:5]=[C:4]([NH:17][C:18]2[CH:26]=[C:25]3[C:21]([C:22](=[O:27])[NH:23][NH:24]3)=[CH:20][CH:19]=2)[N:3]=1.[CH3:28][NH:29][CH3:30], predict the reaction product. (3) Given the reactants Br[C:2]1[CH:10]=[CH:9][C:8]2[C:4](=[CH:5][N:6]([CH3:11])[N:7]=2)[C:3]=1[CH:12]1[CH2:14][CH:13]1[CH2:15][NH:16][C:17](=[O:19])[CH3:18].[N:20]1[CH:25]=[CH:24][CH:23]=[C:22](B(O)O)[CH:21]=1.C(=O)([O-])[O-].[Na+].[Na+].C(O)C, predict the reaction product. The product is: [CH3:11][N:6]1[CH:5]=[C:4]2[C:8]([CH:9]=[CH:10][C:2]([C:22]3[CH:21]=[N:20][CH:25]=[CH:24][CH:23]=3)=[C:3]2[CH:12]2[CH2:14][CH:13]2[CH2:15][NH:16][C:17](=[O:19])[CH3:18])=[N:7]1.